Dataset: Forward reaction prediction with 1.9M reactions from USPTO patents (1976-2016). Task: Predict the product of the given reaction. Given the reactants [Li+].[OH-].OO.[CH3:5][O:6][CH2:7][CH2:8][N:9]1[CH2:13][C@@H:12]([C:14]2[CH:19]=[CH:18][CH:17]=[CH:16][CH:15]=2)[C@H:11]([C:20](N2[C@H](C3C=CC=CC=3)COC2=O)=[O:21])[CH2:10]1.[O-:34]S([O-])=O.[Na+].[Na+], predict the reaction product. The product is: [CH3:5][O:6][CH2:7][CH2:8][N:9]1[CH2:13][C@@H:12]([C:14]2[CH:15]=[CH:16][CH:17]=[CH:18][CH:19]=2)[C@H:11]([C:20]([OH:21])=[O:34])[CH2:10]1.